Dataset: CYP2C19 inhibition data for predicting drug metabolism from PubChem BioAssay. Task: Regression/Classification. Given a drug SMILES string, predict its absorption, distribution, metabolism, or excretion properties. Task type varies by dataset: regression for continuous measurements (e.g., permeability, clearance, half-life) or binary classification for categorical outcomes (e.g., BBB penetration, CYP inhibition). Dataset: cyp2c19_veith. (1) The compound is Cn1c(=O)oc2cc(S(=O)(=O)NCCC(=O)N3CC=C(c4ccccc4)CC3)ccc21. The result is 1 (inhibitor). (2) The compound is COC(=O)[C@@]1(Cc2ccccc2)[C@H]2c3cc(C(=O)N4CCCC4)n(Cc4ccsc4Br)c3C[C@H]2CN1C(=O)c1ccccc1. The result is 1 (inhibitor).